From a dataset of Reaction yield outcomes from USPTO patents with 853,638 reactions. Predict the reaction yield, written as a fraction of the theoretical maximum amount of product (1.0 means a 100% yield; for example, 0.34 means a 34% yield). (1) The reactants are [H-].[Na+].[NH:3]1[C:11]2[C:6](=[CH:7][CH:8]=[CH:9][CH:10]=2)[CH:5]=[C:4]1[CH:12]=O.[CH2:14]1COCC1. No catalyst specified. The product is [CH:12]([C:4]1[NH:3][C:11]2[C:6]([CH:5]=1)=[CH:7][CH:8]=[CH:9][CH:10]=2)=[CH2:14]. The yield is 0.830. (2) The reactants are [NH2:1][C:2]1[NH:7][C:6](=O)[C:5]([O:9][C:10]2[CH:15]=[C:14]([CH3:16])[C:13]([O:17][CH3:18])=[CH:12][C:11]=2[CH:19]([CH3:21])[CH3:20])=[CH:4][N:3]=1.P(Cl)(Cl)([Cl:24])=O. No catalyst specified. The product is [Cl:24][C:6]1[C:5]([O:9][C:10]2[CH:15]=[C:14]([CH3:16])[C:13]([O:17][CH3:18])=[CH:12][C:11]=2[CH:19]([CH3:21])[CH3:20])=[CH:4][N:3]=[C:2]([NH2:1])[N:7]=1. The yield is 0.880. (3) The reactants are Br[C:2]1[O:3][C:4]2[CH:10]=[CH:9][C:8]([CH2:11][C:12]([O:14][CH3:15])=[O:13])=[CH:7][C:5]=2[CH:6]=1.C([Mg]Cl)(C)C.[CH3:21][C:22]1[C:26]([CH:27]=[O:28])=[C:25]([CH3:29])[O:24][N:23]=1.[NH4+].[Cl-]. The catalyst is C1COCC1. The product is [CH3:21][C:22]1[C:26]([CH:27]([OH:28])[C:2]2[O:3][C:4]3[CH:10]=[CH:9][C:8]([CH2:11][C:12]([O:14][CH3:15])=[O:13])=[CH:7][C:5]=3[CH:6]=2)=[C:25]([CH3:29])[O:24][N:23]=1. The yield is 0.380. (4) The reactants are [Cl:1][C:2]1[S:6][C:5]([C:7]([O:9]C)=[O:8])=[CH:4][C:3]=1[C:11]1[N:15]([CH3:16])[N:14]=[CH:13][CH:12]=1.C1C(=O)N([Cl:24])C(=O)C1.[OH-].[Na+]. The catalyst is O1CCCC1.O.C(Cl)Cl. The product is [Cl:1][C:2]1[S:6][C:5]([C:7]([OH:9])=[O:8])=[CH:4][C:3]=1[C:11]1[N:15]([CH3:16])[N:14]=[CH:13][C:12]=1[Cl:24]. The yield is 0.480.